From a dataset of Full USPTO retrosynthesis dataset with 1.9M reactions from patents (1976-2016). Predict the reactants needed to synthesize the given product. (1) Given the product [C:10]([O:14][C:15]([N:17]1[CH2:18][CH:19]=[C:20]([C:3]2[C:4]3[C:9](=[N:8][CH:7]=[CH:6][CH:5]=3)[NH:1][CH:2]=2)[CH2:21][CH2:22]1)=[O:16])([CH3:13])([CH3:11])[CH3:12], predict the reactants needed to synthesize it. The reactants are: [NH:1]1[C:9]2[C:4](=[CH:5][CH:6]=[CH:7][N:8]=2)[CH:3]=[CH:2]1.[C:10]([O:14][C:15]([N:17]1[CH2:22][CH2:21][C:20](=O)[CH2:19][CH2:18]1)=[O:16])([CH3:13])([CH3:12])[CH3:11].[OH-].[K+]. (2) Given the product [NH2:3][C:4]1[C:13]2[C:8](=[CH:9][C:10]([CH2:14][N:15]3[CH2:20][CH2:19][N:18]([CH2:23][C:24]4[S:28][C:27]5[CH:29]=[C:30]([Cl:33])[CH:31]=[CH:32][C:26]=5[CH:25]=4)[CH2:17][C:16]3=[O:21])=[CH:11][CH:12]=2)[N:7]=[CH:6][N:5]=1, predict the reactants needed to synthesize it. The reactants are: Cl.Cl.[NH2:3][C:4]1[C:13]2[C:8](=[CH:9][C:10]([CH2:14][N:15]3[CH2:20][CH2:19][NH:18][CH2:17][C:16]3=[O:21])=[CH:11][CH:12]=2)[N:7]=[CH:6][N:5]=1.Br[CH2:23][C:24]1[S:28][C:27]2[CH:29]=[C:30]([Cl:33])[CH:31]=[CH:32][C:26]=2[CH:25]=1.C([O-])([O-])=O.[K+].[K+].FC(F)(F)C(O)=O. (3) Given the product [Br:1][C:2]1[CH:3]=[C:4]([C:5]2[O:6][CH:14]=[CH:15][N:7]=2)[CH:8]=[CH:9][C:10]=1[CH3:11], predict the reactants needed to synthesize it. The reactants are: [Br:1][C:2]1[CH:3]=[C:4]([CH:8]=[CH:9][C:10]=1[CH3:11])[C:5]([NH2:7])=[O:6].C1(=O)O[CH:15]=[CH:14]O1. (4) Given the product [F:34][CH:2]([F:1])[C:3]1[CH:8]=[CH:7][N:6]=[C:5]([NH:9][C:10]2[CH:11]=[C:12]([C:17]3[CH:22]=[N:21][C:20]([CH2:23][C@H:24]4[CH2:29][CH2:28][C@H:27]([C:30]([OH:32])=[O:31])[CH2:26][CH2:25]4)=[N:19][CH:18]=3)[CH:13]=[C:14]([CH3:16])[CH:15]=2)[N:4]=1, predict the reactants needed to synthesize it. The reactants are: [F:1][CH:2]([F:34])[C:3]1[CH:8]=[CH:7][N:6]=[C:5]([NH:9][C:10]2[CH:11]=[C:12]([C:17]3[CH:18]=[N:19][C:20]([CH2:23][C@H:24]4[CH2:29][CH2:28][C@H:27]([C:30]([O:32]C)=[O:31])[CH2:26][CH2:25]4)=[N:21][CH:22]=3)[CH:13]=[C:14]([CH3:16])[CH:15]=2)[N:4]=1.O.[OH-].[Li+].Cl. (5) Given the product [C:3]([O:7][C:8]([NH:10][C@H:11]([C:12]([O:14][CH:15]1[CH2:16][CH2:17][CH2:18][CH2:19]1)=[O:13])[CH2:20][CH2:21][CH2:22][C:23]1[CH:24]=[CH:25][C:26]([C:29]2[S:30][C:31]([NH:37][C:38](=[O:40])[NH2:39])=[C:32]([C:34](=[O:36])[NH2:35])[CH:33]=2)=[CH:27][CH:28]=1)=[O:9])([CH3:6])([CH3:4])[CH3:5], predict the reactants needed to synthesize it. The reactants are: [H][H].[C:3]([O:7][C:8]([NH:10][C@@H:11]([CH2:20]/[CH:21]=[CH:22]/[C:23]1[CH:28]=[CH:27][C:26]([C:29]2[S:30][C:31]([NH:37][C:38](=[O:40])[NH2:39])=[C:32]([C:34](=[O:36])[NH2:35])[CH:33]=2)=[CH:25][CH:24]=1)[C:12]([O:14][CH:15]1[CH2:19][CH2:18][CH2:17][CH2:16]1)=[O:13])=[O:9])([CH3:6])([CH3:5])[CH3:4]. (6) Given the product [C:1]([O:5][C:6]([N:8]1[CH2:17][CH2:16][C:15]2[C:10](=[C:11]([O:18][CH2:29][C:28]([O:27][CH2:25][CH3:26])=[O:31])[CH:12]=[CH:13][CH:14]=2)[CH2:9]1)=[O:7])([CH3:4])([CH3:2])[CH3:3], predict the reactants needed to synthesize it. The reactants are: [C:1]([O:5][C:6]([N:8]1[CH2:17][CH2:16][C:15]2[C:10](=[C:11]([OH:18])[CH:12]=[CH:13][CH:14]=2)[CH2:9]1)=[O:7])([CH3:4])([CH3:3])[CH3:2].C([O-])([O-])=O.[K+].[K+].[CH2:25]([O:27][C:28](=[O:31])[CH2:29]Br)[CH3:26]. (7) Given the product [CH3:1][N:2]([CH3:18])[CH2:3][CH2:4][N:5]1[CH2:10][CH2:9][S:8][C:7]2[CH:11]=[CH:12][C:13]([NH:15][C:25]([C:21]3[S:20][CH:24]=[CH:23][CH:22]=3)=[NH:26])=[CH:14][C:6]1=2, predict the reactants needed to synthesize it. The reactants are: [CH3:1][N:2]([CH3:18])[CH2:3][CH2:4][N:5]1[CH2:10][CH2:9][S:8][C:7]2[CH:11]=[CH:12][C:13]([N+:15]([O-])=O)=[CH:14][C:6]1=2.I.[S:20]1[CH:24]=[CH:23][CH:22]=[C:21]1[C:25](SC)=[NH:26].